This data is from Forward reaction prediction with 1.9M reactions from USPTO patents (1976-2016). The task is: Predict the product of the given reaction. (1) Given the reactants [Cl:1][CH2:2][CH2:3][CH2:4][C:5]1[CH:6]=[C:7]2[C:12](=[CH:13][CH:14]=1)[NH:11][C:10](=O)[C:9]([CH3:17])([CH3:16])[CH2:8]2.[H-].[Na+].[CH3:20]I, predict the reaction product. The product is: [Cl:1][CH2:2][CH2:3][CH2:4][C:5]1[CH:6]=[C:7]2[C:12](=[CH:13][CH:14]=1)[N:11]([CH3:20])[CH2:10][C:9]([CH3:17])([CH3:16])[CH2:8]2. (2) Given the reactants [Br:1][C:2]1[CH:3]=[C:4]([N+:9]([O-:11])=[O:10])[C:5]([OH:8])=[N:6][CH:7]=1.[CH3:12]I, predict the reaction product. The product is: [Br:1][C:2]1[CH:3]=[C:4]([N+:9]([O-:11])=[O:10])[C:5]([O:8][CH3:12])=[N:6][CH:7]=1. (3) The product is: [F:1][C:2]1[CH:3]=[CH:4][C:5]([CH2:8][C:9]([C:11]2[CH:16]=[CH:15][N:14]=[C:13]([NH:17][C:18](=[O:20])[CH3:19])[CH:12]=2)=[O:10])=[CH:6][CH:7]=1. Given the reactants [F:1][C:2]1[CH:7]=[CH:6][C:5]([CH2:8][C:9]([C:11]2[CH:16]=[CH:15][N:14]=[C:13]([NH2:17])[CH:12]=2)=[O:10])=[CH:4][CH:3]=1.[C:18](OC(=O)C)(=[O:20])[CH3:19], predict the reaction product. (4) The product is: [CH2:1]([O:9][CH2:10][C:11]12[CH2:17][CH:14]([CH2:15][CH2:16]1)[CH:13]1[CH:12]2[O:20]1)[CH2:2][CH2:3][CH2:4][CH2:5][CH2:6][CH2:7][CH3:8]. Given the reactants [CH2:1]([O:9][CH2:10][C:11]12[CH2:17][CH:14]([CH2:15][CH2:16]1)[CH:13]=[CH:12]2)[CH2:2][CH2:3][CH2:4][CH2:5][CH2:6][CH2:7][CH3:8].C(OO)(=[O:20])C.O, predict the reaction product. (5) Given the reactants Br[C:2]1[CH:3]=[C:4]([CH2:7][N:8]([CH2:19][CH:20]([CH3:22])[CH3:21])[S:9]([C:12]2[CH:17]=[CH:16][CH:15]=[CH:14][C:13]=2[Cl:18])(=[O:11])=[O:10])[S:5][CH:6]=1.[CH3:23][S:24]([C:27]1[CH:28]=[C:29](B(O)O)[CH:30]=[N:31][CH:32]=1)(=[O:26])=[O:25].C([O-])([O-])=O.[Na+].[Na+], predict the reaction product. The product is: [Cl:18][C:13]1[CH:14]=[CH:15][CH:16]=[CH:17][C:12]=1[S:9]([N:8]([CH2:19][CH:20]([CH3:22])[CH3:21])[CH2:7][C:4]1[S:5][CH:6]=[C:2]([C:29]2[CH:30]=[N:31][CH:32]=[C:27]([S:24]([CH3:23])(=[O:26])=[O:25])[CH:28]=2)[CH:3]=1)(=[O:11])=[O:10].